From a dataset of Caco-2 cell permeability data measuring drug intestinal absorption for ~900 compounds. Regression/Classification. Given a drug SMILES string, predict its absorption, distribution, metabolism, or excretion properties. Task type varies by dataset: regression for continuous measurements (e.g., permeability, clearance, half-life) or binary classification for categorical outcomes (e.g., BBB penetration, CYP inhibition). For this dataset (caco2_wang), we predict Y. (1) The molecule is COc1cc(C(=O)N2CC[C@](CCN3CCC(C(=O)N4CCOCC4)(c4ccccc4)CC3)(c3ccc(Cl)c(Cl)c3)C2)cc(OC)c1OC. The Y is -5.08 log Papp (cm/s). (2) The molecule is O=C(c1ccc(F)cc1)C1CCN(CCn2c(=O)[nH]c3ccccc3c2=O)CC1. The Y is -4.44 log Papp (cm/s). (3) The molecule is C[C@@H]1O[C@@H](c2ccc(N(O)O)cc2)OC[C@H]1NC(=O)Cc1ccccc1. The Y is -4.98 log Papp (cm/s).